From a dataset of Peptide-MHC class II binding affinity with 134,281 pairs from IEDB. Regression. Given a peptide amino acid sequence and an MHC pseudo amino acid sequence, predict their binding affinity value. This is MHC class II binding data. (1) The peptide sequence is HHLVEFEPPHAATIR. The MHC is DRB1_0901 with pseudo-sequence DRB1_0901. The binding affinity (normalized) is 0.424. (2) The MHC is DRB1_0301 with pseudo-sequence DRB1_0301. The binding affinity (normalized) is 0.674. The peptide sequence is FFMSPKGISRMSMAM. (3) The MHC is HLA-DPA10201-DPB10501 with pseudo-sequence HLA-DPA10201-DPB10501. The binding affinity (normalized) is 0.205. The peptide sequence is YTKKEAFNVENGNAT. (4) The peptide sequence is HNYEGPETHTSLR. The MHC is H-2-IAb with pseudo-sequence H-2-IAb. The binding affinity (normalized) is 0. (5) The binding affinity (normalized) is 0.378. The peptide sequence is WPDLDLKPGAAWTVY. The MHC is HLA-DQA10102-DQB10501 with pseudo-sequence HLA-DQA10102-DQB10501.